This data is from Forward reaction prediction with 1.9M reactions from USPTO patents (1976-2016). The task is: Predict the product of the given reaction. (1) Given the reactants [I-].[I-].[Sm+2].[Br:4][C:5]1[CH:10]=[CH:9][C:8]([C@:11]2([C@H:27]([C:31]3[CH:36]=[CH:35][CH:34]=[CH:33][CH:32]=3)[CH2:28][CH:29]=[O:30])[C:15](=[O:16])[C:14]3[C:17]([O:24][CH2:25][CH3:26])=[CH:18][C:19]([O:21][CH2:22][CH3:23])=[CH:20][C:13]=3[O:12]2)=[CH:7][CH:6]=1.C(=O)([O-])[O-].[K+].[K+], predict the reaction product. The product is: [Br:4][C:5]1[CH:10]=[CH:9][C:8]([C@:11]23[C@H:27]([C:31]4[CH:32]=[CH:33][CH:34]=[CH:35][CH:36]=4)[CH2:28][C@H:29]([OH:30])[C@@:15]2([OH:16])[C:14]2[C:17]([O:24][CH2:25][CH3:26])=[CH:18][C:19]([O:21][CH2:22][CH3:23])=[CH:20][C:13]=2[O:12]3)=[CH:7][CH:6]=1. (2) Given the reactants [CH3:1][C:2]1[CH:11]=[CH:10][C:9]2[C:4](=[CH:5][CH:6]=[C:7]([CH2:12][N:13]3[CH:17]=[C:16]([C:18]([OH:20])=O)[CH:15]=[N:14]3)[CH:8]=2)[N:3]=1.[Na+].[Cl-].CCN=C=NCCCN(C)C.Cl.C1C=NC2N(O)N=NC=2C=1.CN1CCOCC1.[NH2:52][CH2:53][C:54]1[CH:55]=[CH:56][C:57]([NH2:61])=[N:58][C:59]=1[CH3:60], predict the reaction product. The product is: [NH2:61][C:57]1[N:58]=[C:59]([CH3:60])[C:54]([CH2:53][NH:52][C:18]([C:16]2[CH:15]=[N:14][N:13]([CH2:12][C:7]3[CH:8]=[C:9]4[C:4](=[CH:5][CH:6]=3)[N:3]=[C:2]([CH3:1])[CH:11]=[CH:10]4)[CH:17]=2)=[O:20])=[CH:55][CH:56]=1.